From a dataset of Full USPTO retrosynthesis dataset with 1.9M reactions from patents (1976-2016). Predict the reactants needed to synthesize the given product. (1) Given the product [F:1][C:2]([F:10])([F:11])[C:3]1[CH:4]=[C:5]([NH:6][C:18]([C:20]2[CH:21]=[N:22][N:23]3[CH:28]=[C:27]([O:29][C:30]4[CH:35]=[C:34]([Cl:36])[N:33]=[C:32]([NH2:37])[N:31]=4)[CH:26]=[CH:25][C:24]=23)=[O:17])[CH:7]=[CH:8][CH:9]=1, predict the reactants needed to synthesize it. The reactants are: [F:1][C:2]([F:11])([F:10])[C:3]1[CH:4]=[C:5]([CH:7]=[CH:8][CH:9]=1)[NH2:6].C[Al](C)C.C[O:17][C:18]([C:20]1[CH:21]=[N:22][N:23]2[CH:28]=[C:27]([O:29][C:30]3[CH:35]=[C:34]([Cl:36])[N:33]=[C:32]([NH2:37])[N:31]=3)[CH:26]=[CH:25][C:24]=12)=O.CCOC(C)=O.O. (2) Given the product [Cl:9][C:10]1[C:15]([C:6]2[CH:5]=[CH:4][N:3]=[C:2]([F:1])[CH:7]=2)=[CH:14][CH:13]=[CH:12][N:11]=1, predict the reactants needed to synthesize it. The reactants are: [F:1][C:2]1[CH:7]=[C:6](I)[CH:5]=[CH:4][N:3]=1.[Cl:9][C:10]1[C:15](B(O)O)=[CH:14][CH:13]=[CH:12][N:11]=1.C([O-])([O-])=O.[Na+].[Na+].P(C(C)(C)C)(C(C)(C)C)C(C)(C)C.[H+].[B-](F)(F)(F)F. (3) Given the product [ClH:43].[NH2:20][C@@H:9]1[C:8](=[O:28])[N:7]([CH2:29][C:30]2[C:39]3[C:34](=[CH:35][CH:36]=[CH:37][CH:38]=3)[CH:33]=[CH:32][C:31]=2[CH3:40])[C:6]2[CH:41]=[CH:42][C:3]([C:1]#[N:2])=[CH:4][C:5]=2[N:11]([C:12](=[O:18])[CH2:13][S:14]([CH3:17])(=[O:16])=[O:15])[C@H:10]1[CH3:19], predict the reactants needed to synthesize it. The reactants are: [C:1]([C:3]1[CH:42]=[CH:41][C:6]2[N:7]([CH2:29][C:30]3[C:39]4[C:34](=[CH:35][CH:36]=[CH:37][CH:38]=4)[CH:33]=[CH:32][C:31]=3[CH3:40])[C:8](=[O:28])[C@@H:9]([NH:20]C(=O)OC(C)(C)C)[C@H:10]([CH3:19])[N:11]([C:12](=[O:18])[CH2:13][S:14]([CH3:17])(=[O:16])=[O:15])[C:5]=2[CH:4]=1)#[N:2].[ClH:43]. (4) Given the product [C:1]([O:5][C:6](=[O:39])[CH:7]([CH2:33][O:34][CH2:35][CH2:36][O:37][CH3:38])[CH2:8][C:9]1([C:14]([NH:16][CH:17]2[CH2:18][CH2:19][CH:20]([C:23]([OH:25])=[O:24])[CH2:21][CH2:22]2)=[O:15])[CH2:13][CH2:12][CH2:11][CH2:10]1)([CH3:3])([CH3:4])[CH3:2], predict the reactants needed to synthesize it. The reactants are: [C:1]([O:5][C:6](=[O:39])[CH:7]([CH2:33][O:34][CH2:35][CH2:36][O:37][CH3:38])[CH2:8][C:9]1([C:14]([NH:16][CH:17]2[CH2:22][CH2:21][CH:20]([C:23]([O:25]CC3C=CC=CC=3)=[O:24])[CH2:19][CH2:18]2)=[O:15])[CH2:13][CH2:12][CH2:11][CH2:10]1)([CH3:4])([CH3:3])[CH3:2]. (5) The reactants are: [CH3:1][CH:2]1[CH2:6][CH2:5][CH2:4][N:3]1[C:7]1[N:12]=[C:11]([NH:13][C:14]2[C:15]3[N:16]([CH:28]=[CH:29][N:30]=3)[N:17]=[C:18]([C:20]3[CH:21]=[C:22]([CH:25]=[CH:26][CH:27]=3)[CH:23]=O)[CH:19]=2)[CH:10]=[CH:9][CH:8]=1.[NH:31]1[CH2:35][CH2:34][CH2:33][CH2:32]1.C(O[BH-](OC(=O)C)OC(=O)C)(=O)C.[Na+].CC(O)=O. Given the product [CH3:1][CH:2]1[CH2:6][CH2:5][CH2:4][N:3]1[C:7]1[N:12]=[C:11]([NH:13][C:14]2[C:15]3[N:16]([CH:28]=[CH:29][N:30]=3)[N:17]=[C:18]([C:20]3[CH:27]=[CH:26][CH:25]=[C:22]([CH2:23][N:31]4[CH2:35][CH2:34][CH2:33][CH2:32]4)[CH:21]=3)[CH:19]=2)[CH:10]=[CH:9][CH:8]=1, predict the reactants needed to synthesize it. (6) The reactants are: [CH2:1]([C:8]1[CH:9]=[N:10][C:11]2[C:16]([C:17]=1[C:18]1[CH:19]=[C:20]([CH:29]=[CH:30][CH:31]=1)[O:21][C:22]1[CH:27]=[CH:26][C:25]([OH:28])=[CH:24][CH:23]=1)=[CH:15][CH:14]=[CH:13][C:12]=2[C:32]([F:35])([F:34])[F:33])[C:2]1[CH:7]=[CH:6][CH:5]=[CH:4][CH:3]=1.C[O:37][C:38](=[O:47])[C:39]1[CH:44]=[CH:43][C:42]([CH2:45]Br)=[CH:41][CH:40]=1. Given the product [CH2:1]([C:8]1[CH:9]=[N:10][C:11]2[C:16]([C:17]=1[C:18]1[CH:19]=[C:20]([CH:29]=[CH:30][CH:31]=1)[O:21][C:22]1[CH:27]=[CH:26][C:25]([O:28][CH2:45][C:42]3[CH:43]=[CH:44][C:39]([C:38]([OH:47])=[O:37])=[CH:40][CH:41]=3)=[CH:24][CH:23]=1)=[CH:15][CH:14]=[CH:13][C:12]=2[C:32]([F:35])([F:33])[F:34])[C:2]1[CH:3]=[CH:4][CH:5]=[CH:6][CH:7]=1, predict the reactants needed to synthesize it. (7) Given the product [O:16]=[S:6]1(=[O:15])[C:7]2[CH:13]=[C:12]([O:14][C:27]3[CH:28]=[CH:29][C:24]([CH2:23][N:18]([CH3:17])[S:19]([CH3:22])(=[O:20])=[O:21])=[CH:25][CH:26]=3)[CH:11]=[CH:10][C:8]=2[N:9]2[CH2:1][CH2:2][CH2:3][CH:4]2[NH:5]1, predict the reactants needed to synthesize it. The reactants are: [CH2:1]1[N:9]2[CH:4]([NH:5][S:6](=[O:16])(=[O:15])[C:7]3[CH:13]=[C:12]([OH:14])[CH:11]=[CH:10][C:8]=32)[CH2:3][CH2:2]1.[CH3:17][N:18]([CH2:23][C:24]1[CH:29]=[CH:28][C:27](B(O)O)=[CH:26][CH:25]=1)[S:19]([CH3:22])(=[O:21])=[O:20].N1C=CC=CC=1.